This data is from Forward reaction prediction with 1.9M reactions from USPTO patents (1976-2016). The task is: Predict the product of the given reaction. (1) Given the reactants CCN(C(C)C)C(C)C.[CH3:10][O:11][C@H:12]([CH3:16])[C:13](O)=[O:14].C1N(P([Cl:31])(N2C(=O)OCC2)=O)C(=O)OC1.[NH2:32][C:33]1[C:41]2[C:36](=[N:37][CH:38]=[C:39]([Cl:56])[C:40]=2[N:42]2[CH2:47][CH2:46][CH2:45][C@@H:44]([NH:48]C(=O)OC(C)(C)C)[CH2:43]2)[NH:35][CH:34]=1.[Li+].[OH-], predict the reaction product. The product is: [ClH:31].[NH2:48][C@@H:44]1[CH2:45][CH2:46][CH2:47][N:42]([C:40]2[C:39]([Cl:56])=[CH:38][N:37]=[C:36]3[NH:35][CH:34]=[C:33]([NH:32][C:13](=[O:14])[C@H:12]([O:11][CH3:10])[CH3:16])[C:41]=23)[CH2:43]1. (2) The product is: [N:8]1[C:17]2[NH:16][CH2:15][CH2:14][CH2:13][C:12]=2[CH:11]=[C:10]([C:18]2[CH:19]=[C:20]([O:24][CH:25]3[CH2:30][CH2:29][N:28]([C:31](=[O:33])[CH3:32])[CH2:27][CH2:26]3)[CH:21]=[N:22][CH:23]=2)[CH:9]=1.[C:31]([N:28]1[CH2:29][CH2:30][CH:25]([O:24][C:20]2[CH:19]=[C:18]([C:10]3[CH:11]=[C:12]4[C:17](=[N:8][CH:9]=3)[N:34]([C:35]([NH2:37])=[O:36])[CH2:15][CH2:14][CH2:13]4)[CH:23]=[N:22][CH:21]=2)[CH2:26][CH2:27]1)(=[O:33])[CH3:32]. Given the reactants FC(F)(F)C(O)=O.[N:8]1[C:17]2[NH:16][CH2:15][CH2:14][CH2:13][C:12]=2[CH:11]=[C:10]([C:18]2[CH:19]=[C:20]([O:24][CH:25]3[CH2:30][CH2:29][N:28]([C:31](=[O:33])[CH3:32])[CH2:27][CH2:26]3)[CH:21]=[N:22][CH:23]=2)[CH:9]=1.[NH2:34][C:35]([NH2:37])=[O:36], predict the reaction product. (3) Given the reactants [CH2:1]([O:3][C:4]([C@H:6]1[O:8][C@@H:7]1[C:9]([OH:11])=O)=[O:5])[CH3:2].[CH3:12][O:13][C@@H:14]([C@@H:21]([NH2:26])[CH2:22][CH:23]([CH3:25])[CH3:24])[C:15]1[CH:20]=[CH:19][CH:18]=[CH:17][CH:16]=1, predict the reaction product. The product is: [CH3:12][O:13][C@@H:14]([C@@H:21]([NH:26][C:9]([C@H:7]1[O:8][C@@H:6]1[C:4]([O:3][CH2:1][CH3:2])=[O:5])=[O:11])[CH2:22][CH:23]([CH3:24])[CH3:25])[C:15]1[CH:16]=[CH:17][CH:18]=[CH:19][CH:20]=1. (4) Given the reactants [CH:1]1([NH2:7])[CH2:6][CH2:5][CH2:4][CH2:3][CH2:2]1.C1(S([N:17]2[C:21]3=[N:22][CH:23]=[CH:24][CH:25]=[C:20]3[C:19]([C:26]3[CH:31]=[CH:30][N:29]=[C:28](Cl)[N:27]=3)=[CH:18]2)(=O)=O)C=CC=CC=1, predict the reaction product. The product is: [CH:1]1([NH:7][C:28]2[N:27]=[C:26]([C:19]3[C:20]4[C:21](=[N:22][CH:23]=[CH:24][CH:25]=4)[NH:17][CH:18]=3)[CH:31]=[CH:30][N:29]=2)[CH2:6][CH2:5][CH2:4][CH2:3][CH2:2]1.